Dataset: Forward reaction prediction with 1.9M reactions from USPTO patents (1976-2016). Task: Predict the product of the given reaction. (1) Given the reactants [CH3:1][S:2](Cl)(=[O:4])=[O:3].C([O:8][C:9](=O)[CH:10]([NH2:34])[CH2:11][C:12]1[C:20]2[C:15](=[CH:16][CH:17]=[CH:18][CH:19]=2)[N:14]([C:21]2[CH:26]=[CH:25][C:24]([O:27][C:28]3[CH:33]=[CH:32][CH:31]=[CH:30][CH:29]=3)=[CH:23][CH:22]=2)[CH:13]=1)C.C([N:38](CC)CC)C, predict the reaction product. The product is: [CH3:1][S:2]([NH:34][CH:10]([CH2:11][C:12]1[C:20]2[C:15](=[CH:16][CH:17]=[CH:18][CH:19]=2)[N:14]([C:21]2[CH:22]=[CH:23][C:24]([O:27][C:28]3[CH:33]=[CH:32][CH:31]=[CH:30][CH:29]=3)=[CH:25][CH:26]=2)[CH:13]=1)[C:9]([NH2:38])=[O:8])(=[O:4])=[O:3]. (2) Given the reactants [NH2:1][C:2]1[C:7]([CH:8]=[O:9])=[CH:6][CH:5]=[CH:4][N:3]=1.[NH2:10][C:11]1[C:12](O)=[C:13]([CH:16]=[CH:17][CH:18]=1)[C:14]#[N:15], predict the reaction product. The product is: [NH2:1][C:2]1[C:7]([CH:8]2[NH:10][C:11]3[CH:18]=[CH:17][CH:16]=[C:13]([C:14]#[N:15])[C:12]=3[O:9]2)=[CH:6][CH:5]=[CH:4][N:3]=1. (3) Given the reactants [NH2:1][C:2]1[C:3]2[CH:14]=[CH:13][CH:12]=[CH:11][C:4]=2[S:5][C:6]=1[C:7]([O:9][CH3:10])=[O:8].[O:15]1CC[CH2:17][CH2:16]1.[H-].[Na+].C(Cl)(=O)C, predict the reaction product. The product is: [C:16]([NH:1][C:2]1[C:3]2[CH:14]=[CH:13][CH:12]=[CH:11][C:4]=2[S:5][C:6]=1[C:7]([O:9][CH3:10])=[O:8])(=[O:15])[CH3:17]. (4) Given the reactants [CH3:1][O:2][C:3](=[O:22])[CH2:4][C:5]1[CH:10]=[C:9]([O:11][CH3:12])[C:8]([O:13][Si](C(C)(C)C)(C)C)=[C:7](Br)[CH:6]=1.C1(P(C2CCCCC2)C2C=CC=CC=2C2C(OC)=CC=CC=2OC)CCCCC1.P([O-])([O-])([O-])=O.[K+].[K+].[K+].[CH2:60]([C:62]([OH:95])([CH2:93][CH3:94])/[CH:63]=[CH:64]/[C:65]1[CH:70]=[CH:69][C:68]([C:71]([CH2:90][CH3:91])([C:74]2[CH:79]=[CH:78][C:77](B3OC(C)(C)C(C)(C)O3)=[C:76]([CH3:89])[CH:75]=2)[CH2:72][CH3:73])=[CH:67][C:66]=1[CH3:92])[CH3:61].C(=O)(O)[O-].[Na+], predict the reaction product. The product is: [CH3:1][O:2][C:3](=[O:22])[CH2:4][C:5]1[CH:6]=[C:7]([C:77]2[CH:78]=[CH:79][C:74]([C:71]([CH2:72][CH3:73])([C:68]3[CH:69]=[CH:70][C:65]([CH:64]=[CH:63][C:62]([CH2:93][CH3:94])([OH:95])[CH2:60][CH3:61])=[C:66]([CH3:92])[CH:67]=3)[CH2:90][CH3:91])=[CH:75][C:76]=2[CH3:89])[C:8]([OH:13])=[C:9]([O:11][CH3:12])[CH:10]=1.